From a dataset of Peptide-MHC class II binding affinity with 134,281 pairs from IEDB. Regression. Given a peptide amino acid sequence and an MHC pseudo amino acid sequence, predict their binding affinity value. This is MHC class II binding data. The peptide sequence is EEFAVEFDLPGIK. The MHC is DRB1_0401 with pseudo-sequence DRB1_0401. The binding affinity (normalized) is 0.543.